Dataset: Full USPTO retrosynthesis dataset with 1.9M reactions from patents (1976-2016). Task: Predict the reactants needed to synthesize the given product. Given the product [CH3:31][S:28]([C:23]1[CH:24]=[CH:25][CH:26]=[CH:27][C:22]=1[C:19]1[CH:18]=[CH:17][C:16]([NH:15][C:14]([C:8]2([NH:7][C:6]([NH:55][C:52]3[CH:53]=[CH:54][C:49]([Cl:48])=[CH:50][CH:51]=3)=[O:5])[CH2:13][CH2:12][CH2:11][CH2:10][CH2:9]2)=[O:32])=[CH:21][CH:20]=1)(=[O:29])=[O:30], predict the reactants needed to synthesize it. The reactants are: C([O:5][C:6](=O)[NH:7][C:8]1([C:14](=[O:32])[NH:15][C:16]2[CH:21]=[CH:20][C:19]([C:22]3[CH:27]=[CH:26][CH:25]=[CH:24][C:23]=3[S:28]([CH3:31])(=[O:30])=[O:29])=[CH:18][CH:17]=2)[CH2:13][CH2:12][CH2:11][CH2:10][CH2:9]1)(C)(C)C.C(O)(C(F)(F)F)=O.C(N(CC)CC)C.[Cl:48][C:49]1[CH:54]=[CH:53][C:52]([N:55]=C=O)=[CH:51][CH:50]=1.